Dataset: Forward reaction prediction with 1.9M reactions from USPTO patents (1976-2016). Task: Predict the product of the given reaction. (1) Given the reactants B(O[CH:11]([CH3:13])[CH3:12])(OC(C)C)OC(C)C.[Li+].[CH3:15][CH:16]([N-:18]C(C)C)C.Cl[C:23]1[N:28]=[C:27]([NH:29][C:30]2[CH:35]=[CH:34][C:33]([C:36]([N:38]3[CH2:42][CH2:41][C@@H:40]([N:43]([CH3:45])[CH3:44])[CH2:39]3)=[O:37])=[CH:32][C:31]=2[O:46][CH3:47])[CH:26]=[N:25][CH:24]=1.C([O-])([O-])=O.[K+].[K+].[CH3:54][C:55]#[N:56].O, predict the reaction product. The product is: [CH3:44][N:43]([CH3:45])[C@@H:40]1[CH2:41][CH2:42][N:38]([C:36]([C:33]2[CH:34]=[CH:35][C:30]([NH:29][C:27]3[CH:26]=[N:25][CH:24]=[C:23]([C:16]4[NH:18][C:12]5[CH:11]=[CH:13][N:56]=[CH:55][C:54]=5[CH:15]=4)[N:28]=3)=[C:31]([O:46][CH3:47])[CH:32]=2)=[O:37])[CH2:39]1. (2) Given the reactants FC(F)(F)C1C=C(NC(=O)NC2C=CC(C3SC(CCC(OC)=O)=NC=3)=CC=2)C=CC=1.[NH2:32][C:33]1[CH:38]=[CH:37][C:36]([C:39]2[S:43][C:42]([CH:44]3[CH2:49][CH2:48][CH:47]([C:50]([O:52][CH3:53])=[O:51])[CH2:46][CH2:45]3)=[N:41][CH:40]=2)=[CH:35][CH:34]=1.[Cl:54][C:55]1[CH:60]=[CH:59][C:58]([N:61]=[C:62]=[O:63])=[CH:57][CH:56]=1, predict the reaction product. The product is: [Cl:54][C:55]1[CH:60]=[CH:59][C:58]([NH:61][C:62](=[O:63])[NH:32][C:33]2[CH:34]=[CH:35][C:36]([C:39]3[S:43][C:42]([CH:44]4[CH2:45][CH2:46][CH:47]([C:50]([O:52][CH3:53])=[O:51])[CH2:48][CH2:49]4)=[N:41][CH:40]=3)=[CH:37][CH:38]=2)=[CH:57][CH:56]=1. (3) Given the reactants [OH-].[Na+].[Cl:3][C:4]1[C:14]2[O:13][CH2:12][CH2:11][N:10]([CH3:15])[C:9](=[O:16])[C:8]=2[CH:7]=[CH:6][C:5]=1[O:17][C:18]1[CH:19]=[C:20]([CH:25]=[C:26]([O:28][C@H:29]2[CH2:33][CH2:32][O:31][CH2:30]2)[CH:27]=1)[C:21]([O:23]C)=[O:22], predict the reaction product. The product is: [Cl:3][C:4]1[C:14]2[O:13][CH2:12][CH2:11][N:10]([CH3:15])[C:9](=[O:16])[C:8]=2[CH:7]=[CH:6][C:5]=1[O:17][C:18]1[CH:19]=[C:20]([CH:25]=[C:26]([O:28][C@H:29]2[CH2:33][CH2:32][O:31][CH2:30]2)[CH:27]=1)[C:21]([OH:23])=[O:22]. (4) Given the reactants [CH2:1]([O:3][C:4]([C:6]1[CH:7]=[C:8]2[N:13]([CH:14]=1)[CH:12]=[CH:11][C:10]([CH2:15][OH:16])=[CH:9]2)=[O:5])[CH3:2].Br[C:18]1[CH:19]=[N:20][CH:21]=[N:22][CH:23]=1, predict the reaction product. The product is: [CH2:1]([O:3][C:4]([C:6]1[CH:7]=[C:8]2[N:13]([C:14]=1[C:18]1[CH:19]=[N:20][CH:21]=[N:22][CH:23]=1)[CH:12]=[CH:11][C:10]([CH2:15][OH:16])=[CH:9]2)=[O:5])[CH3:2]. (5) Given the reactants [NH2:1][C@H:2]([C:8]([OH:10])=[O:9])[CH2:3][CH2:4][CH2:5][CH2:6][NH2:7].[C:11]1(=[O:17])O[C:14](=[O:15])[CH2:13][CH2:12]1.C(N(CC)CC)C, predict the reaction product. The product is: [C:11]1(=[O:17])[NH:1][C:14](=[O:15])[CH2:13][CH2:12]1.[NH2:1][C@H:2]([C:8]([OH:10])=[O:9])[CH2:3][CH2:4][CH2:5][CH2:6][NH2:7].